Task: Predict which catalyst facilitates the given reaction.. Dataset: Catalyst prediction with 721,799 reactions and 888 catalyst types from USPTO (1) Reactant: [Cl:1][C:2]1[C:3]([OH:11])=[C:4]([CH:7]=[C:8]([Cl:10])[CH:9]=1)[CH:5]=O.[F:12][C:13]([F:26])([F:25])[O:14][C:15]1[CH:16]=[C:17]([CH:22]=[CH:23][CH:24]=1)[C:18]([NH:20][NH2:21])=[O:19]. Product: [Cl:1][C:2]1[C:3]([OH:11])=[C:4]([CH:5]=[N:21][NH:20][C:18](=[O:19])[C:17]2[CH:22]=[CH:23][CH:24]=[C:15]([O:14][C:13]([F:12])([F:26])[F:25])[CH:16]=2)[CH:7]=[C:8]([Cl:10])[CH:9]=1. The catalyst class is: 8. (2) Reactant: [H-].[Na+].[C:3]1([CH2:9][CH2:10][CH2:11][CH2:12][OH:13])[CH:8]=[CH:7][CH:6]=[CH:5][CH:4]=1.Br[CH2:15][CH2:16][CH2:17][CH2:18][CH2:19][C:20]#[N:21].O. Product: [C:3]1([CH2:9][CH2:10][CH2:11][CH2:12][O:13][CH2:15][CH2:16][CH2:17][CH2:18][CH2:19][C:20]#[N:21])[CH:8]=[CH:7][CH:6]=[CH:5][CH:4]=1. The catalyst class is: 9. (3) Reactant: [Br:1][C:2]1[CH:7]=[CH:6][N:5]=[C:4]([NH2:8])[CH:3]=1.N1C=CC=CC=1.[C:15](OC(=O)C)(=[O:17])[CH3:16]. Product: [Br:1][C:2]1[CH:7]=[CH:6][N:5]=[C:4]([NH:8][C:15](=[O:17])[CH3:16])[CH:3]=1. The catalyst class is: 2. (4) Reactant: [C:1]1([CH2:7][CH2:8][CH2:9][CH2:10][O:11][CH2:12][CH:13]2[CH2:40][CH2:39][C:16]3[N:17](C(C4C=CC=CC=4)(C4C=CC=CC=4)C4C=CC=CC=4)[CH:18]=[N:19][C:15]=3[CH2:14]2)[CH:6]=[CH:5][CH:4]=[CH:3][CH:2]=1.C1(CCCCOCC2CCC3N=CN(C(C4C=CC=CC=4)(C4C=CC=CC=4)C4C=CC=CC=4)C=3C2)C=CC=CC=1. Product: [C:1]1([CH2:7][CH2:8][CH2:9][CH2:10][O:11][CH2:12][CH:13]2[CH2:40][CH2:39][C:16]3[NH:17][CH:18]=[N:19][C:15]=3[CH2:14]2)[CH:2]=[CH:3][CH:4]=[CH:5][CH:6]=1. The catalyst class is: 86. (5) Reactant: BrC1C(C)=CC(C)=CC=1C.C([Li])CCC.CCCCCC.[CH2:22]([C:24]1([C:30]2[CH:35]=[CH:34][N:33]=[C:32]([O:36][CH3:37])[CH:31]=2)[O:29][CH2:28][CH2:27][CH2:26][O:25]1)[CH3:23].CN([CH:41]=[O:42])C. Product: [CH2:22]([C:24]1([C:30]2[CH:35]=[CH:34][N:33]=[C:32]([O:36][CH3:37])[C:31]=2[CH:41]=[O:42])[O:29][CH2:28][CH2:27][CH2:26][O:25]1)[CH3:23]. The catalyst class is: 1. (6) Reactant: Br[C:2]1[CH:3]=[C:4]([CH2:8][CH2:9][OH:10])[CH:5]=[CH:6][CH:7]=1.CC([O-])=O.[K+].[B:16]1([B:16]2[O:20][C:19]([CH3:22])([CH3:21])[C:18]([CH3:24])([CH3:23])[O:17]2)[O:20][C:19]([CH3:22])([CH3:21])[C:18]([CH3:24])([CH3:23])[O:17]1.CCOC(C)=O. Product: [CH3:23][C:18]1([CH3:24])[C:19]([CH3:22])([CH3:21])[O:20][B:16]([C:2]2[CH:3]=[C:4]([CH2:8][CH2:9][OH:10])[CH:5]=[CH:6][CH:7]=2)[O:17]1. The catalyst class is: 418. (7) Reactant: C(OC([NH:8][CH:9]([O:30][C:31](=[S:47])[CH2:32][CH2:33][CH2:34][CH2:35][CH2:36][CH2:37][CH2:38][CH2:39][CH2:40][CH2:41][CH2:42][CH2:43][CH2:44][CH2:45][CH3:46])[CH2:10][CH2:11][S:12][C:13](=[S:29])[CH2:14][CH2:15][CH2:16][CH2:17][CH2:18][CH2:19][CH2:20][CH2:21][CH2:22][CH2:23][CH2:24][CH2:25][CH2:26][CH2:27][CH3:28])=O)(C)(C)C.[ClH:48]. Product: [ClH:48].[NH2:8][CH:9]([O:30][C:31](=[S:47])[CH2:32][CH2:33][CH2:34][CH2:35][CH2:36][CH2:37][CH2:38][CH2:39][CH2:40][CH2:41][CH2:42][CH2:43][CH2:44][CH2:45][CH3:46])[CH2:10][CH2:11][S:12][C:13](=[S:29])[CH2:14][CH2:15][CH2:16][CH2:17][CH2:18][CH2:19][CH2:20][CH2:21][CH2:22][CH2:23][CH2:24][CH2:25][CH2:26][CH2:27][CH3:28]. The catalyst class is: 27. (8) Reactant: [Cl:1][C:2]1[CH:7]=[CH:6][C:5]([S:8]([C:11]2[C:20]3[C:15](=[C:16]([F:22])[CH:17]=[CH:18][C:19]=3[F:21])[O:14][CH2:13][CH:12]=2)(=[O:10])=[O:9])=[CH:4][CH:3]=1.[NH2:23][CH2:24][CH2:25][CH2:26][OH:27].C([O-])([O-])=O.[Na+].[Na+].C(OCC)(=O)C. Product: [Cl:1][C:2]1[CH:3]=[CH:4][C:5]([S:8]([CH:11]2[C:20]3[C:15](=[C:16]([F:22])[CH:17]=[CH:18][C:19]=3[F:21])[O:14][CH2:13][CH:12]2[NH:23][CH2:24][CH2:25][CH2:26][OH:27])(=[O:9])=[O:10])=[CH:6][CH:7]=1. The catalyst class is: 1. (9) Reactant: [F:1][C:2]([F:11])([F:10])[C:3]1[CH:4]=[C:5]([SH:9])[CH:6]=[CH:7][CH:8]=1.C(=O)([O-])[O-].[K+].[K+].[Cl:18][C:19]1[C:20](F)=[CH:21][C:22]([F:45])=[C:23]([S:25]([N:28]([CH2:34][C:35]2[CH:40]=[CH:39][C:38]([O:41][CH3:42])=[CH:37][C:36]=2[O:43][CH3:44])[C:29]2[S:30][CH:31]=[N:32][N:33]=2)(=[O:27])=[O:26])[CH:24]=1. Product: [Cl:18][C:19]1[C:20]([S:9][C:5]2[CH:6]=[CH:7][CH:8]=[C:3]([C:2]([F:1])([F:10])[F:11])[CH:4]=2)=[CH:21][C:22]([F:45])=[C:23]([S:25]([N:28]([CH2:34][C:35]2[CH:40]=[CH:39][C:38]([O:41][CH3:42])=[CH:37][C:36]=2[O:43][CH3:44])[C:29]2[S:30][CH:31]=[N:32][N:33]=2)(=[O:26])=[O:27])[CH:24]=1. The catalyst class is: 16.